Task: Regression/Classification. Given a drug SMILES string, predict its absorption, distribution, metabolism, or excretion properties. Task type varies by dataset: regression for continuous measurements (e.g., permeability, clearance, half-life) or binary classification for categorical outcomes (e.g., BBB penetration, CYP inhibition). Dataset: cyp2c9_veith.. Dataset: CYP2C9 inhibition data for predicting drug metabolism from PubChem BioAssay The molecule is CC1CC(C)CN(CCCNC(=O)C2CCCN(c3nnc(N4CCCC4=O)s3)C2)C1. The result is 0 (non-inhibitor).